From a dataset of Full USPTO retrosynthesis dataset with 1.9M reactions from patents (1976-2016). Predict the reactants needed to synthesize the given product. (1) Given the product [C:40]([N:38]1[CH2:37][CH2:36][CH2:35][C@@H:34]([C:5]2[CH:6]=[C:7]([C:8]([NH2:10])=[O:9])[C:2]([O:22][C:19]3[CH:18]=[CH:17][C:16]([O:15][C:14]4[CH:23]=[CH:24][C:25]([F:27])=[CH:26][C:13]=4[F:12])=[CH:21][CH:20]=3)=[N:3][CH:4]=2)[CH2:39]1)#[N:51], predict the reactants needed to synthesize it. The reactants are: Cl[C:2]1[C:7]([C:8]([NH2:10])=[O:9])=[CH:6][C:5](Cl)=[CH:4][N:3]=1.[F:12][C:13]1[CH:26]=[C:25]([F:27])[CH:24]=[CH:23][C:14]=1[O:15][C:16]1[CH:21]=[CH:20][C:19]([OH:22])=[CH:18][CH:17]=1.CC1(C)OB([C:34]2[CH2:39][N:38]([C:40](OC(C)(C)C)=O)[CH2:37][CH2:36][CH:35]=2)OC1(C)C.Cl.[N:51]#CBr. (2) Given the product [CH3:15][S:14][C:10]1[N:9]=[C:8]([O:7][C:6]2[CH:5]=[C:4]([NH2:1])[C:18]([NH2:19])=[CH:17][CH:16]=2)[CH:13]=[CH:12][N:11]=1, predict the reactants needed to synthesize it. The reactants are: [N+:1]([C:4]1[CH:5]=[C:6]([CH:16]=[CH:17][C:18]=1[N+:19]([O-])=O)[O:7][C:8]1[CH:13]=[CH:12][N:11]=[C:10]([S:14][CH3:15])[N:9]=1)([O-])=O. (3) Given the product [CH2:27]([N:12]([C:3]1[CH:4]=[CH:5][C:6]([C:8]([F:9])([F:10])[F:11])=[CH:7][C:2]=1[Cl:1])[S:13]([C:16]1[CH:25]=[CH:24][C:19]([C:20]([O:22][CH3:23])=[O:21])=[CH:18][CH:17]=1)(=[O:15])=[O:14])[C:28]1[CH:33]=[CH:32][CH:31]=[CH:30][CH:29]=1, predict the reactants needed to synthesize it. The reactants are: [Cl:1][C:2]1[CH:7]=[C:6]([C:8]([F:11])([F:10])[F:9])[CH:5]=[CH:4][C:3]=1[NH:12][S:13]([C:16]1[CH:25]=[CH:24][C:19]([C:20]([O:22][CH3:23])=[O:21])=[CH:18][CH:17]=1)(=[O:15])=[O:14].Br[CH2:27][C:28]1[CH:33]=[CH:32][CH:31]=[CH:30][CH:29]=1.